This data is from Forward reaction prediction with 1.9M reactions from USPTO patents (1976-2016). The task is: Predict the product of the given reaction. (1) Given the reactants [NH2:1][C:2]1[C:3]([NH:14][CH2:15][CH2:16][CH2:17][Cl:18])=[C:4]([CH:9]=[CH:10][C:11]=1[O:12][CH3:13])[C:5]([O:7][CH3:8])=[O:6].[N:19]([C:22]1[C:23]([CH3:31])=[N:24][C:25]([O:29][CH3:30])=[N:26][C:27]=1[CH3:28])=[C:20]=S.Cl.C(N=C=NCCCN(C)C)C.C(N(CC)CC)C, predict the reaction product. The product is: [Cl:18][CH2:17][CH2:16][CH2:15][N:14]1[C:3]2[C:4]([C:5]([O:7][CH3:8])=[O:6])=[CH:9][CH:10]=[C:11]([O:12][CH3:13])[C:2]=2[N:1]=[C:20]1[NH:19][C:22]1[C:27]([CH3:28])=[N:26][C:25]([O:29][CH3:30])=[N:24][C:23]=1[CH3:31]. (2) Given the reactants CC[N:3](C(C)C)C(C)C.[I-].ClC1C=CC=C[N+]=1C.[F:19][C:20]1[CH:25]=[CH:24][C:23]([C:26]2[N:30]([CH:31]3[CH2:36][CH2:35][CH2:34][CH2:33][O:32]3)[N:29]=[C:28]([C:37]([OH:39])=O)[CH:27]=2)=[CH:22][CH:21]=1.[Br:40][C:41]1[CH:49]=[CH:48][C:44](C(O)=O)=[CH:43][N:42]=1, predict the reaction product. The product is: [Br:40][C:41]1[N:42]=[C:43]([NH:3][C:37]([C:28]2[CH:27]=[C:26]([C:23]3[CH:22]=[CH:21][C:20]([F:19])=[CH:25][CH:24]=3)[N:30]([CH:31]3[CH2:36][CH2:35][CH2:34][CH2:33][O:32]3)[N:29]=2)=[O:39])[CH:44]=[CH:48][CH:49]=1. (3) Given the reactants I[C:2]1[CH:7]=[CH:6][C:5]([C:8]2[N:9]([C:19]3[CH:20]=[N:21][CH:22]=[CH:23][CH:24]=3)[CH:10]=[C:11]([C:13]3[CH:18]=[CH:17][CH:16]=[CH:15][N:14]=3)[N:12]=2)=[CH:4][CH:3]=1.[NH:25]1[C:33]2[C:28](=[CH:29][CH:30]=[CH:31][CH:32]=2)[CH:27]=[N:26]1.[O-]P([O-])([O-])=O.[K+].[K+].[K+].[C@@H]1(N)CCCC[C@H]1N, predict the reaction product. The product is: [N:14]1[CH:15]=[CH:16][CH:17]=[CH:18][C:13]=1[C:11]1[N:12]=[C:8]([C:5]2[CH:6]=[CH:7][C:2]([N:25]3[C:33]4[C:28](=[CH:29][CH:30]=[CH:31][CH:32]=4)[CH:27]=[N:26]3)=[CH:3][CH:4]=2)[N:9]([C:19]2[CH:20]=[N:21][CH:22]=[CH:23][CH:24]=2)[CH:10]=1. (4) Given the reactants [CH2:1]([O:3][C:4]([N:6]1[CH:14]2[CH:9]([C:10](O)([C:15]#[C:16][C:17]3[CH:22]=[CH:21][CH:20]=[CH:19][CH:18]=3)[CH2:11][CH2:12][CH2:13]2)[CH2:8][CH2:7]1)=[O:5])[CH3:2].C(N(CC)CC)C.P(Cl)(Cl)(Cl)=O.[OH-].[Na+], predict the reaction product. The product is: [CH2:1]([O:3][C:4]([N:6]1[CH:14]2[C:9](=[C:10]([C:15]#[C:16][C:17]3[CH:22]=[CH:21][CH:20]=[CH:19][CH:18]=3)[CH2:11][CH2:12][CH2:13]2)[CH2:8][CH2:7]1)=[O:5])[CH3:2]. (5) Given the reactants [N+:1]([C:4]1[CH:5]=[C:6]([C:10]([C:12]2[CH:17]=[CH:16][CH:15]=[CH:14][CH:13]=2)=[O:11])[CH:7]=[CH:8][CH:9]=1)([O-:3])=[O:2].[Al](C)(C)[CH3:19].CCCCCCC.CC(O)=O, predict the reaction product. The product is: [N+:1]([C:4]1[CH:5]=[C:6]([C:10]([C:12]2[CH:17]=[CH:16][CH:15]=[CH:14][CH:13]=2)([OH:11])[CH3:19])[CH:7]=[CH:8][CH:9]=1)([O-:3])=[O:2]. (6) Given the reactants [Cl:1][C:2]1[CH:3]=[C:4]([N:27]2[C:32](=[O:33])[NH:31][C:30](=[O:34])[CH:29]=[N:28]2)[CH:5]=[C:6]([CH3:26])[C:7]=1[O:8][C:9]1[CH:14]=[CH:13][C:12]([O:15]C)=[C:11]([S:17]([C:20]2[CH:25]=[CH:24][CH:23]=[CH:22][CH:21]=2)(=[O:19])=[O:18])[CH:10]=1.B(Cl)(Cl)Cl, predict the reaction product. The product is: [Cl:1][C:2]1[CH:3]=[C:4]([N:27]2[C:32](=[O:33])[NH:31][C:30](=[O:34])[CH:29]=[N:28]2)[CH:5]=[C:6]([CH3:26])[C:7]=1[O:8][C:9]1[CH:14]=[CH:13][C:12]([OH:15])=[C:11]([S:17]([C:20]2[CH:21]=[CH:22][CH:23]=[CH:24][CH:25]=2)(=[O:19])=[O:18])[CH:10]=1. (7) Given the reactants [S:1]1[C:9]2[C:4](=[N:5][CH:6]=[CH:7][C:8]=2[SH:10])[CH:3]=[CH:2]1.S(Cl)(Cl)(=O)=O, predict the reaction product. The product is: [S:1]1[C:9]2[C:4](=[N:5][CH:6]=[CH:7][C:8]=2[S:10][S:10][C:8]2[CH:7]=[CH:6][N:5]=[C:4]3[CH:3]=[CH:2][S:1][C:9]=23)[CH:3]=[CH:2]1. (8) Given the reactants [Cl:1][C:2]1[C:3]([O:12][C:13]2[CH:18]=[C:17]([O:19][CH:20]([CH3:22])[CH3:21])[CH:16]=[CH:15][C:14]=2[CH2:23][CH2:24][C:25]([OH:27])=O)=[N:4][CH:5]=[C:6]([C:8]([F:11])([F:10])[F:9])[CH:7]=1.[CH2:28]([S:33]([NH2:36])(=[O:35])=[O:34])[CH2:29][CH2:30][CH2:31][CH3:32].N12CCCN=C1CCCCC2, predict the reaction product. The product is: [Cl:1][C:2]1[C:3]([O:12][C:13]2[CH:18]=[C:17]([O:19][CH:20]([CH3:21])[CH3:22])[CH:16]=[CH:15][C:14]=2[CH2:23][CH2:24][C:25]([NH:36][S:33]([CH2:28][CH2:29][CH2:30][CH2:31][CH3:32])(=[O:35])=[O:34])=[O:27])=[N:4][CH:5]=[C:6]([C:8]([F:9])([F:11])[F:10])[CH:7]=1. (9) Given the reactants C[O:2][C:3](=[O:26])[C:4]1[CH:9]=[C:8]([C:10](=[O:18])[C:11]2[CH:16]=[CH:15][C:14](Br)=[CH:13][N:12]=2)[CH:7]=[CH:6][C:5]=1[O:19][C:20]1[CH:25]=[CH:24][CH:23]=[CH:22][CH:21]=1.[O-]P([O-])([O-])=O.[K+].[K+].[K+].[Cl:35][C:36]1[CH:37]=[C:38](B(O)O)[CH:39]=[CH:40][CH:41]=1, predict the reaction product. The product is: [Cl:35][C:36]1[CH:41]=[C:40]([C:14]2[CH:15]=[CH:16][C:11]([C:10]([C:8]3[CH:7]=[CH:6][C:5]([O:19][C:20]4[CH:25]=[CH:24][CH:23]=[CH:22][CH:21]=4)=[C:4]([CH:9]=3)[C:3]([OH:2])=[O:26])=[O:18])=[N:12][CH:13]=2)[CH:39]=[CH:38][CH:37]=1.